From a dataset of Forward reaction prediction with 1.9M reactions from USPTO patents (1976-2016). Predict the product of the given reaction. (1) Given the reactants Cl.N1(CC2C=C(C=[C:15]3[C:23]4[C:18](=[CH:19][CH:20]=[C:21]([CH2:24][CH2:25][N:26]5[CH2:30][CH2:29][O:28][C:27]5=[O:31])[CH:22]=4)[NH:17][C:16]3=[O:32])NC=2)CCOCC1.[OH:33]S(O)(=O)=O, predict the reaction product. The product is: [O:31]=[C:27]1[N:26]([CH2:25][CH2:24][C:21]2[CH:22]=[C:23]3[C:18](=[CH:19][CH:20]=2)[NH:17][C:16](=[O:32])[C:15]3=[O:33])[CH2:30][CH2:29][O:28]1. (2) Given the reactants [C:1]([OH:10])(=[O:9])[CH:2]([CH2:6][CH2:7][CH3:8])[CH2:3][CH2:4][CH3:5].[O-]CC.[Mg+2:14].[O-]CC.C(#N)C, predict the reaction product. The product is: [OH2:9].[C:1]([O-:10])(=[O:9])[CH:2]([CH2:6][CH2:7][CH3:8])[CH2:3][CH2:4][CH3:5].[Mg+2:14].[C:1]([O-:10])(=[O:9])[CH:2]([CH2:6][CH2:7][CH3:8])[CH2:3][CH2:4][CH3:5]. (3) The product is: [C:12]([N:5]1[C:6]2[C:11](=[CH:10][CH:9]=[CH:8][CH:7]=2)[C@H:2]([NH:1][C:46]([NH2:45])=[S:47])[C@@H:3]([CH3:18])[C@@H:4]1[CH:15]1[CH2:17][CH2:16]1)(=[O:14])[CH3:13]. Given the reactants [NH2:1][CH:2]1[C:11]2[C:6](=[CH:7][CH:8]=[CH:9][CH:10]=2)[N:5]([C:12](=[O:14])[CH3:13])[C@@H:4]([CH:15]2[CH2:17][CH2:16]2)[C@@H:3]1[CH3:18].N[C@H]1C2C(=CC=CC=2)N(C(=O)C)[C@@H](C2CC2)[C@@H]1C.C([N:45]=[C:46]=[S:47])(=O)C1C=CC=CC=1.C(=O)([O-])[O-].[K+].[K+], predict the reaction product.